From a dataset of Catalyst prediction with 721,799 reactions and 888 catalyst types from USPTO. Predict which catalyst facilitates the given reaction. (1) Reactant: Br[CH2:2][C:3]1[CH:8]=[CH:7][CH:6]=[C:5]([CH3:9])[CH:4]=1.[H-].[Na+].[C:12]([O:20][CH2:21][CH3:22])(=[O:19])[CH2:13][C:14]([O:16][CH2:17][CH3:18])=[O:15]. Product: [CH3:9][C:5]1[CH:4]=[C:3]([CH:8]=[CH:7][CH:6]=1)[CH2:2][CH:13]([C:14]([O:16][CH2:17][CH3:18])=[O:15])[C:12]([O:20][CH2:21][CH3:22])=[O:19]. The catalyst class is: 57. (2) Reactant: [Cl:1][C:2]1[CH:7]=[CH:6][C:5]([C:8](=[O:19])[NH:9][CH:10]([C:13]2[CH:18]=[CH:17][CH:16]=[CH:15][CH:14]=2)[CH2:11][OH:12])=[CH:4][C:3]=1[NH:20][C:21]([C:23]1[C:34](=[O:35])[NH:33][C:26]2[N:27]=[C:28]([S:31][CH3:32])[N:29]=[CH:30][C:25]=2[CH:24]=1)=[O:22].[OH2:36].C[OH:38].OOS([O-])=O.[K+]. Product: [Cl:1][C:2]1[CH:7]=[CH:6][C:5]([C:8](=[O:19])[NH:9][CH:10]([C:13]2[CH:14]=[CH:15][CH:16]=[CH:17][CH:18]=2)[CH2:11][OH:12])=[CH:4][C:3]=1[NH:20][C:21]([C:23]1[C:34](=[O:35])[NH:33][C:26]2[N:27]=[C:28]([S:31]([CH3:32])(=[O:38])=[O:36])[N:29]=[CH:30][C:25]=2[CH:24]=1)=[O:22]. The catalyst class is: 1. (3) Reactant: [Cl:1][C:2]1[CH:7]=[CH:6][C:5]([S:8](Cl)(=[O:10])=[O:9])=[CH:4][C:3]=1[C:12]([F:15])([F:14])[F:13].C[O:17][C:18]([C:20]1[C:25]([NH2:26])=[CH:24][CH:23]=[CH:22][N:21]=1)=[O:19].C1COCC1.[Li+].[OH-]. Product: [Cl:1][C:2]1[CH:7]=[CH:6][C:5]([S:8]([NH:26][C:25]2[C:20]([C:18]([OH:19])=[O:17])=[N:21][CH:22]=[CH:23][CH:24]=2)(=[O:10])=[O:9])=[CH:4][C:3]=1[C:12]([F:15])([F:14])[F:13]. The catalyst class is: 17. (4) The catalyst class is: 1. Reactant: [OH-].[Li+].[C:3]([NH:6][C:7]1[CH:15]=[C:14]2[C:10]([CH:11]=[C:12]([C:23]([O:25]C)=[O:24])[N:13]2C(OC(C)(C)C)=O)=[CH:9][CH:8]=1)(=[O:5])[CH3:4].CO.O. Product: [C:3]([NH:6][C:7]1[CH:15]=[C:14]2[C:10]([CH:11]=[C:12]([C:23]([OH:25])=[O:24])[NH:13]2)=[CH:9][CH:8]=1)(=[O:5])[CH3:4]. (5) Reactant: [F:1][C:2]1[CH:9]=[CH:8][C:5]([CH:6]=[O:7])=[CH:4][CH:3]=1.S([CH2:20][N+:21]#[C-:22])(C1C=CC(C)=CC=1)(=O)=O.C([O-])([O-])=O.[K+].[K+]. Product: [F:1][C:2]1[CH:9]=[CH:8][C:5]([C:6]2[O:7][CH:22]=[N:21][CH:20]=2)=[CH:4][CH:3]=1. The catalyst class is: 5. (6) Reactant: [CH3:1][C:2]1[C:6]([C:7]([OH:9])=O)=[C:5]([C:10]2[CH:15]=[CH:14][CH:13]=[CH:12][CH:11]=2)[O:4][N:3]=1.[NH:16]1[CH2:20][CH2:19][CH2:18][CH:17]1[CH2:21][C:22]1[CH:23]=[N:24][CH:25]=[CH:26][CH:27]=1.F[B-](F)(F)F.N1(OC(N(C)C)=[N+](C)C)C2C=CC=CC=2N=N1.C(N(C(C)C)CC)(C)C. Product: [CH3:1][C:2]1[C:6]([C:7]([N:16]2[CH2:20][CH2:19][CH2:18][CH:17]2[CH2:21][C:22]2[CH:23]=[N:24][CH:25]=[CH:26][CH:27]=2)=[O:9])=[C:5]([C:10]2[CH:15]=[CH:14][CH:13]=[CH:12][CH:11]=2)[O:4][N:3]=1. The catalyst class is: 9. (7) Reactant: [CH3:1][C:2]1([CH:5]=O)[CH2:4][CH2:3]1.[NH2:7][C@H:8]([C:11]1[CH:16]=[CH:15][CH:14]=[CH:13][CH:12]=1)[CH2:9][OH:10].C[Si]([C:21]#[N:22])(C)C. Product: [OH:10][CH2:9][C@H:8]([NH:7][C@@H:5]([C:2]1([CH3:1])[CH2:3][CH2:4]1)[C:21]#[N:22])[C:11]1[CH:16]=[CH:15][CH:14]=[CH:13][CH:12]=1. The catalyst class is: 5. (8) Reactant: [NH2:1][C:2]1[C:3]([C:8]([NH:10][CH2:11][CH:12]2[CH2:17][CH2:16][CH2:15][CH2:14][CH2:13]2)=[O:9])=[N:4][CH:5]=[CH:6][CH:7]=1.CN(C)C=O.C(N(C(C)C)CC)(C)C.[C:32]1([C:38]2[O:42][CH:41]=[N:40][C:39]=2[C:43](Cl)=[O:44])[CH:37]=[CH:36][CH:35]=[CH:34][CH:33]=1. Product: [CH:12]1([CH2:11][NH:10][C:8]([C:3]2[C:2]([NH:1][C:43]([C:39]3[N:40]=[CH:41][O:42][C:38]=3[C:32]3[CH:33]=[CH:34][CH:35]=[CH:36][CH:37]=3)=[O:44])=[CH:7][CH:6]=[CH:5][N:4]=2)=[O:9])[CH2:17][CH2:16][CH2:15][CH2:14][CH2:13]1. The catalyst class is: 10.